Dataset: Catalyst prediction with 721,799 reactions and 888 catalyst types from USPTO. Task: Predict which catalyst facilitates the given reaction. (1) The catalyst class is: 4. Reactant: [NH:1]1[CH2:5][CH2:4][C@H:3]([NH:6][C:7](=[O:13])[O:8][C:9]([CH3:12])([CH3:11])[CH3:10])[CH2:2]1.[F:14][C:15]([F:25])([F:24])[C:16]1[CH:17]=[C:18]([CH:21]=[CH:22][CH:23]=1)[CH:19]=O.C(O[BH-](OC(=O)C)OC(=O)C)(=O)C.[Na+]. Product: [F:14][C:15]([F:24])([F:25])[C:16]1[CH:17]=[C:18]([CH:21]=[CH:22][CH:23]=1)[CH2:19][N:1]1[CH2:5][CH2:4][C@H:3]([NH:6][C:7](=[O:13])[O:8][C:9]([CH3:10])([CH3:12])[CH3:11])[CH2:2]1. (2) Reactant: C(Cl)(=O)C(Cl)=O.CS(C)=O.[C:11]([O:15][C:16](=[O:33])[CH2:17][CH2:18][N:19]([C:23]([O:25][CH2:26][C:27]1[CH:32]=[CH:31][CH:30]=[CH:29][CH:28]=1)=[O:24])[CH2:20][CH2:21][OH:22])([CH3:14])([CH3:13])[CH3:12].C(N(CC)CC)C.P([O-])(O)(O)=O.[K+]. Product: [C:11]([O:15][C:16](=[O:33])[CH2:17][CH2:18][N:19]([C:23]([O:25][CH2:26][C:27]1[CH:32]=[CH:31][CH:30]=[CH:29][CH:28]=1)=[O:24])[CH2:20][CH:21]=[O:22])([CH3:14])([CH3:12])[CH3:13]. The catalyst class is: 4.